Dataset: Reaction yield outcomes from USPTO patents with 853,638 reactions. Task: Predict the reaction yield, written as a fraction of the theoretical maximum amount of product (1.0 means a 100% yield; for example, 0.34 means a 34% yield). (1) The reactants are [NH:1]1[CH2:6][CH2:5][CH2:4][C@@H:3]([NH:7][C:8](=[O:14])[O:9][C:10]([CH3:13])([CH3:12])[CH3:11])[CH2:2]1.[Cl:15][C:16]1[C:17](F)=[C:18]2[C:24]([NH:25][C:26]([CH:28]3[CH2:32][CH2:31][CH2:30][CH2:29]3)=[O:27])=[CH:23][NH:22][C:19]2=[N:20][CH:21]=1. The catalyst is C(O)(CC)C. The product is [Cl:15][C:16]1[C:17]([N:1]2[CH2:6][CH2:5][CH2:4][C@@H:3]([NH:7][C:8](=[O:14])[O:9][C:10]([CH3:11])([CH3:13])[CH3:12])[CH2:2]2)=[C:18]2[C:24]([NH:25][C:26]([CH:28]3[CH2:29][CH2:30][CH2:31][CH2:32]3)=[O:27])=[CH:23][NH:22][C:19]2=[N:20][CH:21]=1. The yield is 0.580. (2) The reactants are [F:1][C:2]1[CH:7]=[C:6](I)[CH:5]=[C:4]([F:9])[C:3]=1[C@@H:10]1[C:15]2[NH:16][C:17]3[C:22]([C:14]=2[CH2:13][C@@H:12]([CH3:23])[N:11]1[C:24](=[O:29])[C:25]([F:28])([CH3:27])[CH3:26])=[CH:21][CH:20]=[CH:19][CH:18]=3.[F:30][CH2:31][CH:32]1[CH2:35][N:34]([CH2:36][CH2:37][OH:38])[CH2:33]1.C(=O)([O-])[O-].[K+].[K+].C(#N)CCC. The catalyst is [Cu](I)I. The product is [F:1][C:2]1[CH:7]=[C:6]([O:38][CH2:37][CH2:36][N:34]2[CH2:35][CH:32]([CH2:31][F:30])[CH2:33]2)[CH:5]=[C:4]([F:9])[C:3]=1[C@@H:10]1[C:15]2[NH:16][C:17]3[C:22]([C:14]=2[CH2:13][C@@H:12]([CH3:23])[N:11]1[C:24](=[O:29])[C:25]([F:28])([CH3:27])[CH3:26])=[CH:21][CH:20]=[CH:19][CH:18]=3. The yield is 0.310. (3) The reactants are [F:1][C:2]1[CH:10]=[C:9]([F:11])[CH:8]=[CH:7][C:3]=1[C:4]([OH:6])=[O:5].[CH3:12][C:13](OC(OC(O[C:13]([CH3:15])([CH3:14])[CH3:12])=O)=O)([CH3:15])[CH3:14]. The catalyst is ClCCl.CC(O)(C)C. The product is [C:13]([O:5][C:4](=[O:6])[C:3]1[CH:7]=[CH:8][C:9]([F:11])=[CH:10][C:2]=1[F:1])([CH3:15])([CH3:14])[CH3:12]. The yield is 0.840.